This data is from Peptide-MHC class II binding affinity with 134,281 pairs from IEDB. The task is: Regression. Given a peptide amino acid sequence and an MHC pseudo amino acid sequence, predict their binding affinity value. This is MHC class II binding data. (1) The peptide sequence is CYGGHTNEDDSNFAHW. The MHC is DRB1_0401 with pseudo-sequence DRB1_0401. The binding affinity (normalized) is 0. (2) The peptide sequence is LDAAYSVAYKAAVGA. The MHC is HLA-DPA10201-DPB11401 with pseudo-sequence HLA-DPA10201-DPB11401. The binding affinity (normalized) is 0.489. (3) The peptide sequence is STVFLVPRRHGKTWF. The MHC is DRB1_0701 with pseudo-sequence DRB1_0701. The binding affinity (normalized) is 0.239. (4) The peptide sequence is RKVLRDNIQGITKPA. The MHC is H-2-IAs with pseudo-sequence H-2-IAs. The binding affinity (normalized) is 0. (5) The MHC is DRB1_0802 with pseudo-sequence DRB1_0802. The binding affinity (normalized) is 0.688. The peptide sequence is AFKVAATAANNAPAN. (6) The peptide sequence is KKGGEAMDTISVFLH. The MHC is DRB1_1301 with pseudo-sequence DRB1_1301. The binding affinity (normalized) is 0.410.